From a dataset of Full USPTO retrosynthesis dataset with 1.9M reactions from patents (1976-2016). Predict the reactants needed to synthesize the given product. (1) Given the product [C:9]1([C:29]2[CH:30]=[CH:31][CH:32]=[CH:33][CH:34]=2)[CH:14]=[CH:13][C:12]([CH2:15][N:16]2[C:20]3[CH:21]=[C:22]([F:27])[C:23]([I:26])=[C:24]([F:25])[C:19]=3[N:18]=[C:17]2[S:28][CH3:2])=[CH:11][CH:10]=1, predict the reactants needed to synthesize it. The reactants are: I[CH3:2].C(=O)([O-])[O-].[Cs+].[Cs+].[C:9]1([C:29]2[CH:34]=[CH:33][CH:32]=[CH:31][CH:30]=2)[CH:14]=[CH:13][C:12]([CH2:15][N:16]2[C:20]3[CH:21]=[C:22]([F:27])[C:23]([I:26])=[C:24]([F:25])[C:19]=3[NH:18][C:17]2=[S:28])=[CH:11][CH:10]=1. (2) Given the product [CH2:1]([C:3]1[C:8]([C:9]([NH:33][C:28]2[C:27]([CH3:34])=[CH:26][CH:31]=[CH:30][C:29]=2[OH:32])=[O:11])=[CH:7][N:6]=[C:5]([S:12][CH3:13])[N:4]=1)[CH3:2], predict the reactants needed to synthesize it. The reactants are: [CH2:1]([C:3]1[C:8]([C:9]([OH:11])=O)=[CH:7][N:6]=[C:5]([S:12][CH3:13])[N:4]=1)[CH3:2].CN(C)C=O.C(Cl)(=O)C(Cl)=O.C[C:26]1[CH:31]=[CH:30][C:29]([OH:32])=[C:28]([NH2:33])[C:27]=1[CH3:34]. (3) Given the product [CH3:28][S:29]([O:1][CH2:2][CH2:3][C:4]1[O:5][C:6]2[CH:12]=[CH:11][C:10]([C:13]3[CH:20]=[CH:19][CH:18]=[C:15]([C:16]#[N:17])[CH:14]=3)=[CH:9][C:7]=2[CH:8]=1)(=[O:31])=[O:30], predict the reactants needed to synthesize it. The reactants are: [OH:1][CH2:2][CH2:3][C:4]1[O:5][C:6]2[CH:12]=[CH:11][C:10]([C:13]3[CH:14]=[C:15]([CH:18]=[CH:19][CH:20]=3)[C:16]#[N:17])=[CH:9][C:7]=2[CH:8]=1.C(N(CC)CC)C.[CH3:28][S:29](Cl)(=[O:31])=[O:30]. (4) The reactants are: [F:1][C:2]1[CH:7]=[C:6]([S:8]([CH3:11])(=[O:10])=[O:9])[CH:5]=[CH:4][C:3]=1[S:12][C:13]([CH3:18])([CH3:17])[C:14]([OH:16])=O.C(Cl)(=O)C(Cl)=O.[CH3:25][O:26][CH2:27][C:28]([C:31]1[CH:35]=[C:34]([NH2:36])[O:33][N:32]=1)([CH3:30])[CH3:29].C(N(CC)C(C)C)(C)C. Given the product [F:1][C:2]1[CH:7]=[C:6]([S:8]([CH3:11])(=[O:9])=[O:10])[CH:5]=[CH:4][C:3]=1[S:12][C:13]([CH3:18])([CH3:17])[C:14]([NH:36][C:34]1[O:33][N:32]=[C:31]([C:28]([CH3:30])([CH3:29])[CH2:27][O:26][CH3:25])[CH:35]=1)=[O:16], predict the reactants needed to synthesize it. (5) Given the product [Br:11][C:10]1[C:5]([C:3]2[N:4]=[C:15]([C:14]3[CH:17]=[CH:18][CH:19]=[CH:20][C:13]=3[OH:12])[NH:1][N:2]=2)=[N:6][CH:7]=[CH:8][CH:9]=1, predict the reactants needed to synthesize it. The reactants are: [NH2:1][NH:2][C:3]([C:5]1[C:10]([Br:11])=[CH:9][CH:8]=[CH:7][N:6]=1)=[NH:4].[OH:12][C:13]1[CH:20]=[CH:19][CH:18]=[CH:17][C:14]=1[CH:15]=O. (6) Given the product [F:12][C:13]1[C:18]2[CH:19]=[C:20]([C:22]#[N:23])[S:21][C:17]=2[C:16]([O:5][C@@H:4]([C:6]2[CH:11]=[CH:10][CH:9]=[CH:8][CH:7]=2)[CH2:3][CH2:2][I:1])=[CH:15][CH:14]=1, predict the reactants needed to synthesize it. The reactants are: [I:1][CH2:2][CH2:3][C@@H:4]([C:6]1[CH:11]=[CH:10][CH:9]=[CH:8][CH:7]=1)[OH:5].[F:12][C:13]1[C:18]2[CH:19]=[C:20]([C:22]#[N:23])[S:21][C:17]=2[C:16](O)=[CH:15][CH:14]=1. (7) Given the product [CH3:15][N:10]1[C:11]2[C:7](=[CH:6][CH:5]=[C:4]([N+:1]([O-:3])=[O:2])[CH:12]=2)[CH2:8][CH2:9]1, predict the reactants needed to synthesize it. The reactants are: [N+:1]([C:4]1[CH:12]=[C:11]2[C:7]([CH2:8][CH2:9][NH:10]2)=[CH:6][CH:5]=1)([O-:3])=[O:2].CI.[C:15]([O-])([O-])=O.[K+].[K+]. (8) Given the product [C:23]([O:22][C:20]([N:27]1[CH2:32][CH2:31][N:30]([C:2]2[C:3]3[CH2:10][CH2:9][N:8]([CH2:11][C:12]4[CH:17]=[CH:16][C:15]([O:18][CH3:19])=[CH:14][CH:13]=4)[C:4]=3[N:5]=[CH:6][N:7]=2)[CH2:29][CH2:28]1)=[O:21])([CH3:26])([CH3:24])[CH3:25], predict the reactants needed to synthesize it. The reactants are: Cl[C:2]1[C:3]2[CH2:10][CH2:9][N:8]([CH2:11][C:12]3[CH:17]=[CH:16][C:15]([O:18][CH3:19])=[CH:14][CH:13]=3)[C:4]=2[N:5]=[CH:6][N:7]=1.[C:20]([N:27]1[CH2:32][CH2:31][NH:30][CH2:29][CH2:28]1)([O:22][C:23]([CH3:26])([CH3:25])[CH3:24])=[O:21].C(O[K])(C)(C)C. (9) Given the product [Cl:1][C:2]1[CH:9]=[C:8]([N:16]2[CH2:17][CH2:18][N:13]([CH2:11][CH3:12])[CH2:14][CH2:15]2)[CH:7]=[CH:6][C:3]=1[CH:4]=[O:5], predict the reactants needed to synthesize it. The reactants are: [Cl:1][C:2]1[CH:9]=[C:8](F)[CH:7]=[CH:6][C:3]=1[CH:4]=[O:5].[CH2:11]([N:13]1[CH2:18][CH2:17][NH:16][CH2:15][CH2:14]1)[CH3:12].C(=O)([O-])[O-].[K+].[K+].